The task is: Predict the product of the given reaction.. This data is from Forward reaction prediction with 1.9M reactions from USPTO patents (1976-2016). (1) Given the reactants [CH3:1]/[C:2](/[CH2:6][CH2:7][CH:8]=[C:9]([CH3:11])[CH3:10])=[CH:3]\[CH2:4][OH:5].[NH2:12][C:13]1[CH:18]=[CH:17][CH:16]=[CH:15][CH:14]=1.C(N(CC)CC)C.CN(C(ON1N=NC2C=CC=NC1=2)=[N+](C)C)C.F[P-](F)(F)(F)(F)F, predict the reaction product. The product is: [CH3:1]/[C:2](/[CH2:6][CH2:7][CH:8]=[C:9]([CH3:11])[CH3:10])=[CH:3]\[C:4]([NH:12][C:13]1[CH:18]=[CH:17][CH:16]=[CH:15][CH:14]=1)=[O:5]. (2) Given the reactants [N:1]1[CH:6]=[CH:5][CH:4]=[CH:3][C:2]=1[C:7]1[NH:8][C:9]([C:14]2[CH:19]=[CH:18][CH:17]=[CH:16][N:15]=2)=[CH:10][C:11](=O)[CH:12]=1.P(Cl)(Cl)(Cl)(Cl)[Cl:21], predict the reaction product. The product is: [Cl:21][C:11]1[CH:12]=[C:7]([C:2]2[CH:3]=[CH:4][CH:5]=[CH:6][N:1]=2)[N:8]=[C:9]([C:14]2[CH:19]=[CH:18][CH:17]=[CH:16][N:15]=2)[CH:10]=1. (3) The product is: [Cl:3][C:4]1[CH:9]=[C:8]([O:10][C:11]2[C:12]([C:16]3[CH:21]=[CH:20][CH:19]=[CH:18][N:17]=3)=[N:13][N:14]([CH2:27][O:26][CH2:25][CH2:24][Si:23]([CH3:30])([CH3:29])[CH3:22])[CH:15]=2)[CH:7]=[CH:6][N:5]=1. Given the reactants [H-].[Na+].[Cl:3][C:4]1[CH:9]=[C:8]([O:10][C:11]2[C:12]([C:16]3[CH:21]=[CH:20][CH:19]=[CH:18][N:17]=3)=[N:13][NH:14][CH:15]=2)[CH:7]=[CH:6][N:5]=1.[CH3:22][Si:23]([CH3:30])([CH3:29])[CH2:24][CH2:25][O:26][CH2:27]Cl, predict the reaction product. (4) Given the reactants [N+:1]([C:4]1[CH:5]=[C:6]([CH2:10][CH2:11][NH2:12])[CH:7]=[CH:8][CH:9]=1)([O-:3])=[O:2].[CH3:13][C:14]([O:17][C:18](O[C:18]([O:17][C:14]([CH3:16])([CH3:15])[CH3:13])=[O:19])=[O:19])([CH3:16])[CH3:15], predict the reaction product. The product is: [C:14]([O:17][C:18](=[O:19])[NH:12][CH2:11][CH2:10][C:6]1[CH:7]=[CH:8][CH:9]=[C:4]([N+:1]([O-:3])=[O:2])[CH:5]=1)([CH3:16])([CH3:15])[CH3:13]. (5) Given the reactants [Cl:1][C:2]1[CH:3]=[C:4]2[C:8](=[CH:9][CH:10]=1)[NH:7][C:6]1[C@H:11]([CH2:15][CH:16]([CH3:18])[CH3:17])[NH:12][CH2:13][CH2:14][C:5]2=1.C(OC([N:26]1[CH2:31][CH2:30][CH:29]([C:32](O)=[O:33])[CH2:28][CH2:27]1)=O)(C)(C)C, predict the reaction product. The product is: [Cl:1][C:2]1[CH:3]=[C:4]2[C:8](=[CH:9][CH:10]=1)[NH:7][C:6]1[C@H:11]([CH2:15][CH:16]([CH3:18])[CH3:17])[N:12]([C:32]([CH:29]3[CH2:30][CH2:31][NH:26][CH2:27][CH2:28]3)=[O:33])[CH2:13][CH2:14][C:5]2=1. (6) Given the reactants [Cl:1][C:2]1[CH:10]=[C:9]2[C:5]([CH2:6][CH2:7][C:8]2=O)=[C:4]([F:12])[CH:3]=1.[C:13]([S@:17]([NH2:19])=[O:18])([CH3:16])([CH3:15])[CH3:14].C(=O)(O)[O-].[Na+], predict the reaction product. The product is: [Cl:1][C:2]1[CH:10]=[C:9]2[C:5]([CH2:6][CH2:7][C:8]2=[N:19][S@@:17]([C:13]([CH3:16])([CH3:15])[CH3:14])=[O:18])=[C:4]([F:12])[CH:3]=1.